Dataset: Full USPTO retrosynthesis dataset with 1.9M reactions from patents (1976-2016). Task: Predict the reactants needed to synthesize the given product. (1) Given the product [NH2:7][CH2:6][C:5]1[CH:14]=[CH:15][C:2]([Cl:1])=[C:3]([C:16]2[NH:20][C:19](=[O:21])[N:18]([C:22]3[CH:27]=[CH:26][C:25]([N+:28]([O-:30])=[O:29])=[C:24]([O:31][CH3:32])[CH:23]=3)[N:17]=2)[CH:4]=1, predict the reactants needed to synthesize it. The reactants are: [Cl:1][C:2]1[CH:15]=[CH:14][C:5]([CH2:6][NH:7]C(=O)C(F)(F)F)=[CH:4][C:3]=1[C:16]1[NH:20][C:19](=[O:21])[N:18]([C:22]2[CH:27]=[CH:26][C:25]([N+:28]([O-:30])=[O:29])=[C:24]([O:31][CH3:32])[CH:23]=2)[N:17]=1. (2) Given the product [C:1]1([C:18]2[CH:19]=[CH:20][CH:21]=[CH:22][CH:23]=2)[CH:2]=[CH:3][C:4]([CH2:7][C@H:8]2[NH:12][C:11](=[O:13])[C@@:10]([CH2:14][OH:15])([CH3:17])[CH2:9]2)=[CH:5][CH:6]=1, predict the reactants needed to synthesize it. The reactants are: [C:1]1([C:18]2[CH:23]=[CH:22][CH:21]=[CH:20][CH:19]=2)[CH:6]=[CH:5][C:4]([CH2:7][C@H:8]2[NH:12][C:11](=[O:13])[C@:10]([CH3:17])([C:14](O)=[O:15])[CH2:9]2)=[CH:3][CH:2]=1.CN1CCOCC1.ClC(OCC(C)C)=O.[BH4-].[Na+]. (3) Given the product [F:17][C:15]1[CH:16]=[C:11]([CH2:10][C@@H:9]([C:19]2[C:24]([C:25]3[CH:26]=[CH:27][C:28]([F:34])=[C:29]([CH:33]=3)[C:30]([NH2:32])=[O:31])=[CH:23][CH:22]=[CH:21][N:20]=2)[NH:8][C:47](=[O:48])[CH2:46][C:40]2[C:39]3[C:43](=[CH:44][CH:45]=[C:37]([C:36]([F:50])([F:51])[F:35])[CH:38]=3)[NH:42][N:41]=2)[CH:12]=[C:13]([F:18])[CH:14]=1, predict the reactants needed to synthesize it. The reactants are: FC(F)(F)C(O)=O.[NH2:8][C@H:9]([C:19]1[C:24]([C:25]2[CH:26]=[CH:27][C:28]([F:34])=[C:29]([CH:33]=2)[C:30]([NH2:32])=[O:31])=[CH:23][CH:22]=[CH:21][N:20]=1)[CH2:10][C:11]1[CH:16]=[C:15]([F:17])[CH:14]=[C:13]([F:18])[CH:12]=1.[F:35][C:36]([F:51])([F:50])[C:37]1[CH:38]=[C:39]2[C:43](=[CH:44][CH:45]=1)[NH:42][N:41]=[C:40]2[CH2:46][C:47](O)=[O:48]. (4) Given the product [Cl:1][C:2]1[CH:3]=[N:4][N:5]([CH3:18])[C:6]=1[C:7]1[CH:8]=[C:9]([C:15]([NH:19][C@@H:20]([CH2:33][C:34]2[CH:39]=[CH:38][CH:37]=[CH:36][C:35]=2[C:40]([F:43])([F:41])[F:42])[CH2:21][N:22]2[C:30](=[O:31])[C:29]3[C:24](=[CH:25][CH:26]=[CH:27][CH:28]=3)[C:23]2=[O:32])=[O:17])[S:10][C:11]=1[CH2:12][CH2:13][CH3:14], predict the reactants needed to synthesize it. The reactants are: [Cl:1][C:2]1[CH:3]=[N:4][N:5]([CH3:18])[C:6]=1[C:7]1[CH:8]=[C:9]([C:15]([OH:17])=O)[S:10][C:11]=1[CH2:12][CH2:13][CH3:14].[NH2:19][C@@H:20]([CH2:33][C:34]1[CH:39]=[CH:38][CH:37]=[CH:36][C:35]=1[C:40]([F:43])([F:42])[F:41])[CH2:21][N:22]1[C:30](=[O:31])[C:29]2[C:24](=[CH:25][CH:26]=[CH:27][CH:28]=2)[C:23]1=[O:32].C(N(C(C)C)CC)(C)C.F[P-](F)(F)(F)(F)F.Br[P+](N1CCCC1)(N1CCCC1)N1CCCC1. (5) The reactants are: [C:1]([CH:5]1[CH2:14][CH2:13][C:12]2[N:11]=[C:10]3[S:15][C:16]([NH2:18])=[N:17][C:9]3=[CH:8][C:7]=2[CH2:6]1)([CH3:4])([CH3:3])[CH3:2].C(N(CC)CC)C.[C:26](Cl)(=[O:28])[CH3:27]. Given the product [C:1]([CH:5]1[CH2:14][CH2:13][C:12]2[N:11]=[C:10]3[S:15][C:16]([NH:18][C:26](=[O:28])[CH3:27])=[N:17][C:9]3=[CH:8][C:7]=2[CH2:6]1)([CH3:4])([CH3:2])[CH3:3], predict the reactants needed to synthesize it.